From a dataset of Full USPTO retrosynthesis dataset with 1.9M reactions from patents (1976-2016). Predict the reactants needed to synthesize the given product. (1) Given the product [CH3:1][O:2][C:3]1[CH:4]=[CH:5][C:6]([CH:9]([CH3:13])[C:10]([OH:12])=[O:11])=[CH:7][CH:8]=1, predict the reactants needed to synthesize it. The reactants are: [CH3:1][O:2][C:3]1[CH:8]=[CH:7][C:6]([CH2:9][C:10]([OH:12])=[O:11])=[CH:5][CH:4]=1.[C:13](O)(=O)CC. (2) Given the product [CH3:1][O:2][C:3]1[CH:4]=[C:5]([NH:15][C:16]2[N:21]=[C:20]([C:22]([OH:24])([CH:32]([CH3:34])[CH3:33])[CH3:23])[CH:19]=[C:18]([CH2:25][O:26][CH2:27][C:28]([F:29])([F:30])[F:31])[N:17]=2)[CH:6]=[CH:7][C:8]=1[C:9]1[O:13][C:12]([CH3:14])=[N:11][CH:10]=1, predict the reactants needed to synthesize it. The reactants are: [CH3:1][O:2][C:3]1[CH:4]=[C:5]([NH:15][C:16]2[N:21]=[C:20]([C:22](=[O:24])[CH3:23])[CH:19]=[C:18]([CH2:25][O:26][CH2:27][C:28]([F:31])([F:30])[F:29])[N:17]=2)[CH:6]=[CH:7][C:8]=1[C:9]1[O:13][C:12]([CH3:14])=[N:11][CH:10]=1.[CH:32]([Mg]Cl)([CH3:34])[CH3:33].[Cl-].[NH4+]. (3) Given the product [OH:3][CH:1]([C:4]1[CH:5]=[C:6]([C:10]2[C:15]3[N:16]([C:19]4[CH:24]=[CH:23][CH:22]=[CH:21][CH:20]=4)[CH:17]=[N:18][C:14]=3[CH:13]=[C:12]([C:25]([F:28])([F:27])[F:26])[CH:11]=2)[CH:7]=[CH:8][CH:9]=1)[CH3:2], predict the reactants needed to synthesize it. The reactants are: [C:1]([C:4]1[CH:5]=[C:6]([C:10]2[C:15]3[N:16]([C:19]4[CH:24]=[CH:23][CH:22]=[CH:21][CH:20]=4)[CH:17]=[N:18][C:14]=3[CH:13]=[C:12]([C:25]([F:28])([F:27])[F:26])[CH:11]=2)[CH:7]=[CH:8][CH:9]=1)(=[O:3])[CH3:2].[BH4-].[Na+].